From a dataset of Catalyst prediction with 721,799 reactions and 888 catalyst types from USPTO. Predict which catalyst facilitates the given reaction. (1) Reactant: [C:1]([N:4]([C:30]1[CH:35]=[CH:34][C:33]([Cl:36])=[CH:32][CH:31]=1)[C@H:5]1[C:14]2[C:9](=[CH:10][CH:11]=[CH:12][CH:13]=2)[N:8]([C:15]([C:17]2[CH:22]=[CH:21][C:20]([NH:23][CH2:24][CH2:25][C:26](O)=[O:27])=[CH:19][CH:18]=2)=[O:16])[C@@H:7]([CH3:29])[CH2:6]1)(=[O:3])[CH3:2].C1C=CC2N(O)N=[N:43]C=2C=1.CN(C(ON1N=NC2C=CC=NC1=2)=[N+](C)C)C.F[P-](F)(F)(F)(F)F.C(N(C(C)C)CC)(C)C.[Cl-].[NH4+]. Product: [C:1]([N:4]([C:30]1[CH:31]=[CH:32][C:33]([Cl:36])=[CH:34][CH:35]=1)[C@H:5]1[C:14]2[C:9](=[CH:10][CH:11]=[CH:12][CH:13]=2)[N:8]([C:15]([C:17]2[CH:18]=[CH:19][C:20]([NH:23][CH2:24][CH2:25][C:26]([NH2:43])=[O:27])=[CH:21][CH:22]=2)=[O:16])[C@@H:7]([CH3:29])[CH2:6]1)(=[O:3])[CH3:2]. The catalyst class is: 39. (2) The catalyst class is: 65. Product: [OH:1][C:2]1[CH:7]=[C:6]([CH:8]([CH3:9])[CH3:10])[O:5][C:4](=[O:11])[CH:3]=1. Reactant: [OH:1][C:2]1[CH:7]=[C:6]([CH:8]([CH3:10])[CH3:9])[O:5][C:4](=[O:11])[C:3]=1C(=O)C(C)C. (3) Reactant: [CH3:1][S:2][C:3]1[C:4]2[S:11][CH:10]=[C:9]([CH:12]=C)[C:5]=2[N:6]=[CH:7][N:8]=1.[O:14]=[O+][O-].N#N.CSC. Product: [CH3:1][S:2][C:3]1[C:4]2[S:11][CH:10]=[C:9]([CH:12]=[O:14])[C:5]=2[N:6]=[CH:7][N:8]=1. The catalyst class is: 147. (4) Reactant: [N+:1]([C:4]1[CH:5]=[C:6]([CH:10]=[CH:11][CH:12]=1)[C:7](O)=[O:8])([O-:3])=[O:2].C(Cl)(=O)C([Cl:16])=O.CN(C=O)C. Product: [N+:1]([C:4]1[CH:5]=[C:6]([CH:10]=[CH:11][CH:12]=1)[C:7]([Cl:16])=[O:8])([O-:3])=[O:2]. The catalyst class is: 2. (5) Reactant: [CH2:1]([O:5][C:6]1[CH:17]=[C:16]([C:18]([F:21])([F:20])[F:19])[CH:15]=[CH:14][C:7]=1[C:8](N(OC)C)=[O:9])[CH2:2][CH2:3][CH3:4].[H-].[H-].[H-].[H-].[Li+].[Al+3]. Product: [CH2:1]([O:5][C:6]1[CH:17]=[C:16]([C:18]([F:19])([F:20])[F:21])[CH:15]=[CH:14][C:7]=1[CH:8]=[O:9])[CH2:2][CH2:3][CH3:4]. The catalyst class is: 25. (6) Reactant: Cl[C:2]1[N:15]2[C:6](=[N:7][C:8]3[C:13]([C:14]2=[O:16])=[C:12]([F:17])[CH:11]=[CH:10][CH:9]=3)[C:5]2[CH:18]=[CH:19][N:20]([S:21]([C:24]3[CH:29]=[CH:28][C:27]([CH3:30])=[CH:26][CH:25]=3)(=[O:23])=[O:22])[C:4]=2[N:3]=1.[CH2:31]([N:33]([CH2:35][C:36]([N:38]1[C:46]2[C:41](=[CH:42][C:43]([O:48][CH3:49])=[C:44]([NH2:47])[CH:45]=2)[CH2:40][CH2:39]1)=[O:37])[CH3:34])[CH3:32]. The catalyst class is: 56. Product: [CH2:31]([N:33]([CH3:34])[CH2:35][C:36]([N:38]1[C:46]2[C:41](=[CH:42][C:43]([O:48][CH3:49])=[C:44]([NH:47][C:2]3[N:15]4[C:6](=[N:7][C:8]5[C:13]([C:14]4=[O:16])=[C:12]([F:17])[CH:11]=[CH:10][CH:9]=5)[C:5]4[CH:18]=[CH:19][N:20]([S:21]([C:24]5[CH:25]=[CH:26][C:27]([CH3:30])=[CH:28][CH:29]=5)(=[O:23])=[O:22])[C:4]=4[N:3]=3)[CH:45]=2)[CH2:40][CH2:39]1)=[O:37])[CH3:32]. (7) Reactant: [F:1][C:2]1[C:3]([OH:13])=[C:4]([I:12])[C:5]2[O:9][CH2:8][C:7](=[O:10])[C:6]=2[CH:11]=1.[C:14](=O)([O-])[O-].[K+].[K+].S(OC)(OC)(=O)=O.O. Product: [F:1][C:2]1[C:3]([O:13][CH3:14])=[C:4]([I:12])[C:5]2[O:9][CH2:8][C:7](=[O:10])[C:6]=2[CH:11]=1. The catalyst class is: 3.